This data is from Full USPTO retrosynthesis dataset with 1.9M reactions from patents (1976-2016). The task is: Predict the reactants needed to synthesize the given product. (1) Given the product [C:47]([N:6]1[C:7]([CH2:16][CH2:17][CH2:18][N:31]2[CH2:30][CH2:29][N:28]([CH:27]([C:24]3[CH:23]=[CH:22][C:21]([F:20])=[CH:26][CH:25]=3)[C:34]3[CH:39]=[CH:38][C:37]([F:40])=[CH:36][CH:35]=3)[CH2:33][CH2:32]2)=[CH:8][C:9]([C:10]2[CH:11]=[CH:12][CH:13]=[CH:14][CH:15]=2)=[N:5]1)([CH3:49])([CH3:52])[CH3:48], predict the reactants needed to synthesize it. The reactants are: C([N:5]1[C:9]([C:10]2[CH:15]=[CH:14][CH:13]=[CH:12][CH:11]=2)=[CH:8][C:7]([CH2:16][CH2:17][CH:18]=O)=[N:6]1)(C)(C)C.[F:20][C:21]1[CH:26]=[CH:25][C:24]([CH:27]([C:34]2[CH:39]=[CH:38][C:37]([F:40])=[CH:36][CH:35]=2)[N:28]2[CH2:33][CH2:32][NH:31][CH2:30][CH2:29]2)=[CH:23][CH:22]=1.CCN([CH:47]([CH3:49])[CH3:48])C(C)C.[BH-](OC(C)=O)(OC(C)=O)O[C:52](C)=O.[Na+]. (2) Given the product [Cl:1][C:2]1[CH:3]=[C:4]([N:9]2[C:13](=[O:14])[C:12]([N:15]3[CH2:20][CH2:19][O:18][CH2:17][CH2:16]3)=[C:11]([S:23][CH2:24][CH2:25][OH:26])[C:10]2=[O:22])[CH:5]=[CH:6][C:7]=1[Cl:8], predict the reactants needed to synthesize it. The reactants are: [Cl:1][C:2]1[CH:3]=[C:4]([N:9]2[C:13](=[O:14])[C:12]([N:15]3[CH2:20][CH2:19][O:18][CH2:17][CH2:16]3)=[C:11](Cl)[C:10]2=[O:22])[CH:5]=[CH:6][C:7]=1[Cl:8].[SH:23][CH2:24][CH2:25][OH:26]. (3) Given the product [C:13]1([C:11]([C:10]2[CH:9]=[CH:8][C:7]([N:1]3[CH2:6][CH2:5][NH:4][CH2:3][CH2:2]3)=[CH:20][CH:19]=2)([OH:12])[C:26]#[CH:31])[CH:18]=[CH:17][CH:16]=[CH:15][CH:14]=1, predict the reactants needed to synthesize it. The reactants are: [N:1]1([C:7]2[CH:20]=[CH:19][C:10]([C:11]([C:13]3[CH:18]=[CH:17][CH:16]=[CH:15][CH:14]=3)=[O:12])=[CH:9][CH:8]=2)[CH2:6][CH2:5][NH:4][CH2:3][CH2:2]1.CN(C)C=O.[C:26]1(C)C(C)=CC=C[CH:31]=1.[C-]#[C-].[Na+].[Na+]. (4) Given the product [CH3:15][NH:16][CH:2]1[CH2:7][CH2:6][N:5]([C:8]([O:10][C:11]([CH3:14])([CH3:13])[CH3:12])=[O:9])[CH2:4][CH2:3]1, predict the reactants needed to synthesize it. The reactants are: O=[C:2]1[CH2:7][CH2:6][N:5]([C:8]([O:10][C:11]([CH3:14])([CH3:13])[CH3:12])=[O:9])[CH2:4][CH2:3]1.[CH3:15][NH2:16].C(O[BH-](OC(=O)C)OC(=O)C)(=O)C.[Na+]. (5) Given the product [CH:1]([C:2]1[CH:7]=[C:6]([CH3:8])[C:5]([N+:9]([O-:11])=[O:10])=[CH:4][N:3]=1)=[O:20], predict the reactants needed to synthesize it. The reactants are: [CH3:1][C:2]1[CH:7]=[C:6]([CH3:8])[C:5]([N+:9]([O-:11])=[O:10])=[CH:4][N:3]=1.CC1C([N+]([O-])=[O:20])=C(C)C=CN=1.C1(C(OC(C2C=CC=CC=2)=[Se])=[Se])C=CC=CC=1.